From a dataset of Experimentally validated miRNA-target interactions with 360,000+ pairs, plus equal number of negative samples. Binary Classification. Given a miRNA mature sequence and a target amino acid sequence, predict their likelihood of interaction. (1) The miRNA is hsa-miR-551b-5p with sequence GAAAUCAAGCGUGGGUGAGACC. The protein sequence of the target gene is MAGTKNKTRAQAKTEKKAAIQAKAGAEREATGVVRPVAKTRAKAKAKTGSKTDAVAEMKAVSKNKVVAETKEGALSEPKTLGKAMGDFTPKAGNESTSSTCKNEAGTDAWFWAGEEATINSWFWNGEEAGNSFSTKNDKPEIGAQVCAEELEPAAGADCKPRSGAEEEEEENVIGNWFWEGDDTSFDPNPKPVSRIVKPQPVYEINEKNRPKDWSEVTIWPNAPAVTPAVLGFRSQAPSEASPPSYIVLASAEENACSLPVATACRPSRNTRSCSQPIPECRFDSDPCIQTIDEIRRQIR.... Result: 1 (interaction). (2) The miRNA is hsa-miR-376c-5p with sequence GGUGGAUAUUCCUUCUAUGUU. The protein sequence of the target gene is MEFGLLGEAEARSPALSLSDAGTPHPPLPEHGCKGQEHSDSEKASASLPGGSPEDGSLKKKQRRQRTHFTSQQLQELEATFQRNRYPDMSTREEIAVWTNLTEARVRVWFKNRRAKWRKRERSQQAELCKGGFAAPLGGLVPPYEEVYPGYSYGNWPPKALAPPLAAKTFPFAFNSVNVGPLASQPVFSPPSSIAASMVPSAAAAPGTVPGPGALQGLGGAPPGLAPAAVSSGAVSCPYASAAAAAAAAASSPYVYRDPCNSSLASLRLKAKQHASFSYPAVPGPPPAANLSPCQYAVER.... Result: 0 (no interaction).